From a dataset of Reaction yield outcomes from USPTO patents with 853,638 reactions. Predict the reaction yield, written as a fraction of the theoretical maximum amount of product (1.0 means a 100% yield; for example, 0.34 means a 34% yield). The reactants are [CH2:1]([N:3]1[CH:7]=[N:6][N:5]=[C:4]1[C:8]1[CH:13]=[CH:12][N:11]=[CH:10][CH:9]=1)[CH3:2].[CH2:14]=[O:15]. The catalyst is ClCCl. The product is [NH3:3].[CH2:1]([N:3]1[C:4]([C:8]2[CH:13]=[CH:12][N:11]=[CH:10][CH:9]=2)=[N:5][N:6]=[C:7]1[CH2:14][OH:15])[CH3:2]. The yield is 0.100.